Dataset: Peptide-MHC class I binding affinity with 185,985 pairs from IEDB/IMGT. Task: Regression. Given a peptide amino acid sequence and an MHC pseudo amino acid sequence, predict their binding affinity value. This is MHC class I binding data. (1) The peptide sequence is RRWIAPHPL. The MHC is HLA-B08:02 with pseudo-sequence HLA-B08:02. The binding affinity (normalized) is 0.0847. (2) The peptide sequence is RVVDLYIGR. The MHC is HLA-A31:01 with pseudo-sequence HLA-A31:01. The binding affinity (normalized) is 0.719. (3) The peptide sequence is TYQWIIRNW. The MHC is HLA-B40:01 with pseudo-sequence HLA-B40:01. The binding affinity (normalized) is 0.0847. (4) The peptide sequence is RTRFFCIPK. The MHC is HLA-A31:01 with pseudo-sequence HLA-A31:01. The binding affinity (normalized) is 0.730.